From a dataset of Full USPTO retrosynthesis dataset with 1.9M reactions from patents (1976-2016). Predict the reactants needed to synthesize the given product. (1) Given the product [CH3:10][O:9][C:7]([C:1]1([CH2:12][C:11]#[N:14])[CH2:6][CH2:5][CH2:4][CH2:3][CH2:2]1)=[O:8], predict the reactants needed to synthesize it. The reactants are: [CH:1]1([C:7]([O:9][CH3:10])=[O:8])[CH2:6][CH2:5][CH2:4][CH2:3][CH2:2]1.[CH:11]([N-:14]C(C)C)(C)[CH3:12].[Li+].CCCCCCC.C1COCC1.C(C1C=CC=CC=1)C.BrCC#N.Cl. (2) Given the product [CH3:1][C:2]1([CH3:10])[CH2:7][O:6][CH:5]([C:8]([OH:14])=[O:9])[CH2:4][O:3]1, predict the reactants needed to synthesize it. The reactants are: [CH3:1][C:2]1([CH3:10])[CH2:7][O:6][CH:5]([CH2:8][OH:9])[CH2:4][O:3]1.[OH-].[K+].[Mn]([O-])(=O)(=O)=[O:14].[K+]. (3) Given the product [CH3:26][CH:27]([CH3:40])[CH2:28][N:29]([CH2:2][C:3]1[N:7]([CH2:8][C@H:9]2[CH2:14][CH2:13][CH2:12][N:11]([C:15]([O:17][C:18]([CH3:21])([CH3:20])[CH3:19])=[O:16])[CH2:10]2)[C:6]2[CH:22]=[CH:23][CH:24]=[CH:25][C:5]=2[N:4]=1)[C@@H:30]1[C:39]2[N:38]=[CH:37][CH:36]=[CH:35][C:34]=2[CH2:33][CH2:32][CH2:31]1, predict the reactants needed to synthesize it. The reactants are: Cl[CH2:2][C:3]1[N:7]([CH2:8][C@H:9]2[CH2:14][CH2:13][CH2:12][N:11]([C:15]([O:17][C:18]([CH3:21])([CH3:20])[CH3:19])=[O:16])[CH2:10]2)[C:6]2[CH:22]=[CH:23][CH:24]=[CH:25][C:5]=2[N:4]=1.[CH3:26][CH:27]([CH3:40])[CH2:28][NH:29][C@@H:30]1[C:39]2[N:38]=[CH:37][CH:36]=[CH:35][C:34]=2[CH2:33][CH2:32][CH2:31]1.CN(CC1N(C[C@@H]2CCCN(C(OC(C)(C)C)=O)C2)C2C=CC=CC=2N=1)[C@@H]1C2N=CC=CC=2CCC1.